This data is from Full USPTO retrosynthesis dataset with 1.9M reactions from patents (1976-2016). The task is: Predict the reactants needed to synthesize the given product. (1) Given the product [C:1]([O:5][C:6](=[O:25])[NH:7][CH:8]([C:18]1[CH:19]=[CH:20][C:21]([Cl:24])=[CH:22][CH:23]=1)[C:9](=[O:10])[C:11]1[CH:16]=[CH:15][C:14]([O:17][CH:29]2[CH2:30][CH2:31][O:26][CH2:27][CH2:28]2)=[CH:13][CH:12]=1)([CH3:4])([CH3:2])[CH3:3], predict the reactants needed to synthesize it. The reactants are: [C:1]([O:5][C:6](=[O:25])[NH:7][CH:8]([C:18]1[CH:23]=[CH:22][C:21]([Cl:24])=[CH:20][CH:19]=1)[C:9]([C:11]1[CH:16]=[CH:15][C:14]([OH:17])=[CH:13][CH:12]=1)=[O:10])([CH3:4])([CH3:3])[CH3:2].[O:26]1[CH2:31][CH2:30][CH:29](O)[CH2:28][CH2:27]1. (2) Given the product [CH:1]1([C:7]2[C:8]3[CH:9]=[CH:10][C:11]([C:47]([NH:49][S:50]([N:53]([CH3:54])[CH2:55][CH:56]=[O:57])(=[O:51])=[O:52])=[O:48])=[CH:12][C:13]=3[N:14]3[C:21]=2[C:20]2[CH:22]=[CH:23][C:24]([O:26][CH2:27][C:28]4[CH:33]=[CH:32][CH:31]=[CH:30][N:29]=4)=[CH:25][C:19]=2[O:18][CH2:17][C@H:16]([N:34]([CH3:46])[CH2:35][CH2:36][NH:37][CH3:38])[CH2:15]3)[CH2:6][CH2:5][CH2:4][CH2:3][CH2:2]1, predict the reactants needed to synthesize it. The reactants are: [CH:1]1([C:7]2[C:8]3[CH:9]=[CH:10][C:11]([C:47]([NH:49][S:50]([N:53]([CH2:55][CH:56](OC)[O:57]C)[CH3:54])(=[O:52])=[O:51])=[O:48])=[CH:12][C:13]=3[N:14]3[C:21]=2[C:20]2[CH:22]=[CH:23][C:24]([O:26][CH2:27][C:28]4[CH:33]=[CH:32][CH:31]=[CH:30][N:29]=4)=[CH:25][C:19]=2[O:18][CH2:17][C@H:16]([N:34]([CH3:46])[CH2:35][CH2:36][N:37](C)[C:38](=O)OC(C)(C)C)[CH2:15]3)[CH2:6][CH2:5][CH2:4][CH2:3][CH2:2]1. (3) Given the product [ClH:10].[CH3:5][O:6][C:7]1[N:16]=[CH:15][N:14]=[C:13]([N:17]2[C:21](=[O:22])[C:20]([N:23]3[CH:27]=[CH:26][N:25]=[N:24]3)=[CH:19][NH:18]2)[CH:8]=1, predict the reactants needed to synthesize it. The reactants are: CO.O1[CH2:8][CH2:7][O:6][CH2:5]C1.Cl.[Cl:10]C1[N:16]=[CH:15][N:14]=[C:13]([N:17]2[C:21](=[O:22])[C:20]([N:23]3[CH:27]=[CH:26][N:25]=[N:24]3)=[CH:19][NH:18]2)C=1. (4) Given the product [CH3:33][S:34]([O:1][CH2:2][C:3]1[N:8]=[CH:7][C:6]2[N:9]=[CH:10][N:11]([C:12]3[S:16][C:15]([C:17](=[O:18])[NH2:19])=[C:14]([O:20][C@H:21]([C:23]4[CH:28]=[CH:27][CH:26]=[CH:25][C:24]=4[C:29]([F:30])([F:31])[F:32])[CH3:22])[CH:13]=3)[C:5]=2[CH:4]=1)(=[O:36])=[O:35], predict the reactants needed to synthesize it. The reactants are: [OH:1][CH2:2][C:3]1[N:8]=[CH:7][C:6]2[N:9]=[CH:10][N:11]([C:12]3[S:16][C:15]([C:17]([NH2:19])=[O:18])=[C:14]([O:20][C@H:21]([C:23]4[CH:28]=[CH:27][CH:26]=[CH:25][C:24]=4[C:29]([F:32])([F:31])[F:30])[CH3:22])[CH:13]=3)[C:5]=2[CH:4]=1.[CH3:33][S:34](Cl)(=[O:36])=[O:35].C(N(CC)CC)C.